Predict which catalyst facilitates the given reaction. From a dataset of Catalyst prediction with 721,799 reactions and 888 catalyst types from USPTO. Reactant: [CH:1]([C:3]1[CH:17]=[CH:16][C:6]([O:7][CH2:8][C:9]([O:11][C:12]([CH3:15])([CH3:14])[CH3:13])=[O:10])=[CH:5][CH:4]=1)=O.[NH2:18][C:19]1[CH:24]=[CH:23][C:22]([CH3:25])=[CH:21][CH:20]=1. Product: [CH3:25][C:22]1[CH:23]=[CH:24][C:19](/[N:18]=[CH:1]/[C:3]2[CH:17]=[CH:16][C:6]([O:7][CH2:8][C:9]([O:11][C:12]([CH3:15])([CH3:14])[CH3:13])=[O:10])=[CH:5][CH:4]=2)=[CH:20][CH:21]=1. The catalyst class is: 11.